This data is from Forward reaction prediction with 1.9M reactions from USPTO patents (1976-2016). The task is: Predict the product of the given reaction. (1) Given the reactants [O:1]=[C:2]1[CH:11]=[CH:10][C:9]2[C:4](=[N:5][CH:6]=[CH:7][CH:8]=2)[N:3]1[CH2:12][CH:13]=O.[NH:15]1[CH2:20][CH2:19][CH:18]([NH:21][C:22](=[O:28])[O:23][C:24]([CH3:27])([CH3:26])[CH3:25])[CH2:17][CH2:16]1.C(O)(=O)C.C(O[BH-](OC(=O)C)OC(=O)C)(=O)C.[Na+], predict the reaction product. The product is: [O:1]=[C:2]1[CH:11]=[CH:10][C:9]2[C:4](=[N:5][CH:6]=[CH:7][CH:8]=2)[N:3]1[CH2:12][CH2:13][N:15]1[CH2:16][CH2:17][CH:18]([NH:21][C:22](=[O:28])[O:23][C:24]([CH3:26])([CH3:25])[CH3:27])[CH2:19][CH2:20]1. (2) Given the reactants [CH3:1][O:2][C:3]1[CH:50]=[CH:49][C:6]([CH2:7][N:8]([CH2:40][C:41]2[CH:46]=[CH:45][C:44]([O:47][CH3:48])=[CH:43][CH:42]=2)[C:9]2[N:14]=[CH:13][C:12]([C:15]3[C:16]4[CH2:29][CH2:28][N:27]([C:30]5[CH:38]=[CH:37][C:33]([C:34]([OH:36])=O)=[CH:32][C:31]=5[F:39])[C:17]=4[N:18]=[C:19]([N:21]4[CH2:26][CH2:25][O:24][CH2:23][CH2:22]4)[N:20]=3)=[CH:11][N:10]=2)=[CH:5][CH:4]=1.[N:51]1[CH:56]=[CH:55][C:54]([N:57]2[CH2:62][CH2:61][NH:60][CH2:59][CH2:58]2)=[CH:53][CH:52]=1, predict the reaction product. The product is: [CH3:48][O:47][C:44]1[CH:45]=[CH:46][C:41]([CH2:40][N:8]([CH2:7][C:6]2[CH:5]=[CH:4][C:3]([O:2][CH3:1])=[CH:50][CH:49]=2)[C:9]2[N:10]=[CH:11][C:12]([C:15]3[C:16]4[CH2:29][CH2:28][N:27]([C:30]5[CH:38]=[CH:37][C:33]([C:34]([N:60]6[CH2:61][CH2:62][N:57]([C:54]7[CH:55]=[CH:56][N:51]=[CH:52][CH:53]=7)[CH2:58][CH2:59]6)=[O:36])=[CH:32][C:31]=5[F:39])[C:17]=4[N:18]=[C:19]([N:21]4[CH2:26][CH2:25][O:24][CH2:23][CH2:22]4)[N:20]=3)=[CH:13][N:14]=2)=[CH:42][CH:43]=1.